This data is from Forward reaction prediction with 1.9M reactions from USPTO patents (1976-2016). The task is: Predict the product of the given reaction. (1) Given the reactants [F:1][C:2]1[CH:7]=[CH:6][C:5]([C:8]([F:11])([F:10])[F:9])=[CH:4][C:3]=1[OH:12].[F:13][C:14]1[CH:19]=[CH:18][CH:17]=[CH:16][C:15]=1[CH:20](O)[CH2:21][CH2:22][CH2:23][CH2:24][CH2:25][CH2:26][N:27]1[CH2:32][CH2:31][CH:30]([C:33]2[CH:34]=[C:35]([NH:39][C:40](=[O:44])[CH:41]([CH3:43])[CH3:42])[CH:36]=[CH:37][CH:38]=2)[CH2:29][CH2:28]1, predict the reaction product. The product is: [F:13][C:14]1[CH:19]=[CH:18][CH:17]=[CH:16][C:15]=1[CH:20]([O:12][C:3]1[CH:4]=[C:5]([C:8]([F:10])([F:11])[F:9])[CH:6]=[CH:7][C:2]=1[F:1])[CH2:21][CH2:22][CH2:23][CH2:24][CH2:25][CH2:26][N:27]1[CH2:28][CH2:29][CH:30]([C:33]2[CH:34]=[C:35]([NH:39][C:40](=[O:44])[CH:41]([CH3:42])[CH3:43])[CH:36]=[CH:37][CH:38]=2)[CH2:31][CH2:32]1. (2) Given the reactants [CH2:1]([O:8][C@H:9]1[C@H:14]([O:15][CH2:16][C:17]2[CH:22]=[CH:21][CH:20]=[CH:19][CH:18]=2)[C@@H:13]([O:23][CH2:24][C:25]2[CH:30]=[CH:29][CH:28]=[CH:27][CH:26]=2)[C@H:12]([C:31]2[CH:36]=[C:35]([CH2:37][C:38]3[CH:43]=[CH:42][C:41]([O:44][CH2:45][CH3:46])=[CH:40][CH:39]=3)[C:34](Cl)=[C:33](Br)[C:32]=2[O:49][CH2:50][CH2:51][CH2:52]Cl)[O:11][C@@H:10]1[CH2:54][O:55][CH2:56][C:57]1[CH:62]=[CH:61][CH:60]=[CH:59][CH:58]=1)[C:2]1[CH:7]=[CH:6][CH:5]=[CH:4][CH:3]=1.[Li]CCCC.[NH4+].[Cl-:69], predict the reaction product. The product is: [Cl:69][C:34]1[C:35]([CH2:37][C:38]2[CH:43]=[CH:42][C:41]([O:44][CH2:45][CH3:46])=[CH:40][CH:39]=2)=[CH:36][C:31]([C@H:12]2[C@H:13]([O:23][CH2:24][C:25]3[CH:30]=[CH:29][CH:28]=[CH:27][CH:26]=3)[C@@H:14]([O:15][CH2:16][C:17]3[CH:18]=[CH:19][CH:20]=[CH:21][CH:22]=3)[C@H:9]([O:8][CH2:1][C:2]3[CH:7]=[CH:6][CH:5]=[CH:4][CH:3]=3)[C@@H:10]([CH2:54][O:55][CH2:56][C:57]3[CH:62]=[CH:61][CH:60]=[CH:59][CH:58]=3)[O:11]2)=[C:32]2[C:33]=1[CH2:52][CH2:51][CH2:50][O:49]2. (3) Given the reactants C([Mg]Cl)(C)C.I[C:7]1[CH:16]=[CH:15][C:10]([C:11]([O:13][CH3:14])=[O:12])=[CH:9][CH:8]=1.[CH2:17]1[CH:21]2[CH2:22][C:23](=[O:24])[CH:19]([CH2:20]2)[CH2:18]1, predict the reaction product. The product is: [OH:24][C:23]1([C:7]2[CH:16]=[CH:15][C:10]([C:11]([O:13][CH3:14])=[O:12])=[CH:9][CH:8]=2)[CH2:22][CH:21]2[CH2:20][CH:19]1[CH2:18][CH2:17]2. (4) The product is: [NH2:8][CH2:9][CH2:10][CH2:11][CH2:12][N:13]([CH2:31][C:32]([NH:44][C:39]1[CH:40]=[CH:41][CH:42]=[C:43]2[C:38]=1[CH:37]=[CH:36][NH:35]2)=[O:33])[C:60]([NH:59][C:56]1[CH:57]=[CH:58][C:53]([O:52][CH2:45][C:46]2[CH:47]=[CH:48][CH:49]=[CH:50][CH:51]=2)=[CH:54][CH:55]=1)=[O:61]. Given the reactants C(OC([NH:8][CH2:9][CH2:10][CH2:11][CH2:12][N:13]([CH2:31][C:32](O)=[O:33])C(OCC1C2C=CC=CC=2C2C1=CC=CC=2)=O)=O)(C)(C)C.[NH:35]1[C:43]2[C:38](=[C:39]([NH2:44])[CH:40]=[CH:41][CH:42]=2)[CH:37]=[CH:36]1.[CH2:45]([O:52][C:53]1[CH:58]=[CH:57][C:56]([N:59]=[C:60]=[O:61])=[CH:55][CH:54]=1)[C:46]1[CH:51]=[CH:50][CH:49]=[CH:48][CH:47]=1, predict the reaction product. (5) Given the reactants [CH3:1][O:2][C:3](=[O:14])[C:4]1[CH:9]=[CH:8][CH:7]=[C:6]([CH:10]=[CH:11][O:12]C)[CH:5]=1.Cl, predict the reaction product. The product is: [CH3:1][O:2][C:3](=[O:14])[C:4]1[CH:9]=[CH:8][CH:7]=[C:6]([CH2:10][CH:11]=[O:12])[CH:5]=1.